From a dataset of Full USPTO retrosynthesis dataset with 1.9M reactions from patents (1976-2016). Predict the reactants needed to synthesize the given product. (1) Given the product [F:1][C:2]1[CH:3]=[C:4]([NH:10][C:11]2[C:12]([C:32]3[N:40]=[C:39]([CH3:41])[N:38]=[C:37]4[C:33]=3[N:34]=[CH:35][NH:36]4)=[CH:13][C:14]([C@H:17]([N:19]3[CH2:24][CH2:23][N:22]([S:57]([CH3:56])(=[O:59])=[O:58])[CH2:21][CH2:20]3)[CH3:18])=[CH:15][N:16]=2)[CH:5]=[N:6][C:7]=1[O:8][CH3:9], predict the reactants needed to synthesize it. The reactants are: [F:1][C:2]1[CH:3]=[C:4]([NH:10][C:11]2[N:16]=[CH:15][C:14]([C@H:17]([N:19]3[CH2:24][CH2:23][N:22](C(OC(C)(C)C)=O)[CH2:21][CH2:20]3)[CH3:18])=[CH:13][C:12]=2[C:32]2[N:40]=[C:39]([CH3:41])[N:38]=[C:37]3[C:33]=2[N:34]=[CH:35][N:36]3C2CCCCO2)[CH:5]=[N:6][C:7]=1[O:8][CH3:9].FC(F)(F)C(O)=O.F[C:56](F)(F)[S:57](O)(=[O:59])=[O:58].CS(Cl)(=O)=O. (2) Given the product [CH:22]1([O:21][C:14]2[N:13]=[C:12]3[C:17]([N:18]=[CH:19][N:11]3[C@@H:4]3[O:9][C@H:8]([CH3:10])[C@H:6]([CH3:1])[C@H:5]3[OH:7])=[C:16]([NH2:20])[N:15]=2)[CH2:23][CH2:24][CH2:25][CH2:26]1, predict the reactants needed to synthesize it. The reactants are: [CH3:1][Mg]I.[C@@H:4]1([N:11]2[CH:19]=[N:18][C:17]3[C:12]2=[N:13][C:14]([O:21][CH:22]2[CH2:26][CH2:25][CH2:24][CH2:23]2)=[N:15][C:16]=3[NH2:20])[O:9][C@H:8]([CH3:10])[C@H:6]2[O:7][C@@H:5]12. (3) Given the product [F:8][C:6]1[CH:5]=[C:4]([C:19]2[CH:36]=[C:35]3[C:22]([CH2:23][CH2:24][C:25]4([C:28]53[N:32]=[C:31]([NH2:33])[C:30]([CH3:34])=[N:29]5)[CH2:26][CH2:27]4)=[CH:21][CH:20]=2)[CH:3]=[C:2]([F:1])[CH:7]=1, predict the reactants needed to synthesize it. The reactants are: [F:1][C:2]1[CH:3]=[C:4](B2OC(C)(C)C(C)(C)O2)[CH:5]=[C:6]([F:8])[CH:7]=1.Br[C:19]1[CH:36]=[C:35]2[C:22]([CH2:23][CH2:24][C:25]3([C:28]42[N:32]=[C:31]([NH2:33])[C:30]([CH3:34])=[N:29]4)[CH2:27][CH2:26]3)=[CH:21][CH:20]=1. (4) Given the product [S:7]1[CH:8]=[CH:9][CH:10]=[C:6]1[C:3](=[O:5])[CH2:4][C:11](=[O:13])[CH3:12], predict the reactants needed to synthesize it. The reactants are: [H-].[Na+].[C:3]([C:6]1[S:7][CH:8]=[CH:9][CH:10]=1)(=[O:5])[CH3:4].[C:11](OCC)(=[O:13])[CH3:12].Cl. (5) Given the product [Cl:13][C:3]1[CH:4]=[CH:5][C:6]([C:7]([C:9]2[CH2:18][CH:17]([C:16]([OH:19])([C:15]([F:24])([F:14])[F:25])[C:20]([F:21])([F:23])[F:22])[O:11][N:10]=2)=[O:8])=[CH:1][CH:2]=1, predict the reactants needed to synthesize it. The reactants are: [CH:1]1[C:6]([C:7](/[C:9](/Cl)=[N:10]/[OH:11])=[O:8])=[CH:5][CH:4]=[C:3]([Cl:13])[CH:2]=1.[F:14][C:15]([F:25])([F:24])[C:16]([C:20]([F:23])([F:22])[F:21])([OH:19])[CH:17]=[CH2:18].C(N(CC)CC)C.